This data is from Full USPTO retrosynthesis dataset with 1.9M reactions from patents (1976-2016). The task is: Predict the reactants needed to synthesize the given product. (1) The reactants are: C[C@@H](C(N([C@H]([C@@H](O)C1C=CC=CC=1)C)C)=O)[CH2:3][CH2:4][C:5]12[CH2:14][CH:12]3[CH2:13][CH:7]([CH2:8][CH:9]([CH2:11]3)[CH2:10]1)[CH2:6]2.CC[O:31][C:32]([CH3:34])=[O:33].O1CCOC[CH2:36]1. Given the product [CH3:36][C@@H:34]([C:32]([OH:31])=[O:33])[CH2:3][CH2:4][C:5]12[CH2:14][CH:12]3[CH2:13][CH:7]([CH2:8][CH:9]([CH2:11]3)[CH2:10]1)[CH2:6]2, predict the reactants needed to synthesize it. (2) Given the product [C:3]([O:7][C:8]([N:10]([CH3:32])[C@H:11]1[CH2:16][CH2:15][CH2:14][CH2:13][C@@H:12]1[NH:17][C:18]1[CH:27]=[C:26]([C:28]([F:29])([F:30])[F:31])[CH:25]=[CH:24][C:19]=1[C:20]([O:22][CH3:23])=[O:21])=[O:9])([CH3:6])([CH3:4])[CH3:5], predict the reactants needed to synthesize it. The reactants are: [H-].[Na+].[C:3]([O:7][C:8]([NH:10][C@H:11]1[CH2:16][CH2:15][CH2:14][CH2:13][C@@H:12]1[NH:17][C:18]1[CH:27]=[C:26]([C:28]([F:31])([F:30])[F:29])[CH:25]=[CH:24][C:19]=1[C:20]([O:22][CH3:23])=[O:21])=[O:9])([CH3:6])([CH3:5])[CH3:4].[CH3:32]I. (3) Given the product [O:1]1[C:5]2[CH:6]=[CH:7][CH:8]=[CH:9][C:4]=2[CH:3]=[C:2]1[C:10]1[C:18]2[C:13](=[CH:14][CH:15]=[C:16]([C:19]([NH:57][CH2:56][CH2:55][CH2:54][N:53]([CH3:58])[CH3:52])=[O:20])[CH:17]=2)[NH:12][N:11]=1, predict the reactants needed to synthesize it. The reactants are: [O:1]1[C:5]2[CH:6]=[CH:7][CH:8]=[CH:9][C:4]=2[CH:3]=[C:2]1[C:10]1[C:18]2[C:13](=[CH:14][CH:15]=[C:16]([C:19](O)=[O:20])[CH:17]=2)[N:12](C2CCCCO2)[N:11]=1.F[P-](F)(F)(F)(F)F.N1(OC(N(C)C)=[N+](C)C)C2C=CC=CC=2N=N1.[CH3:52][N:53]([CH3:58])[CH2:54][CH2:55][CH2:56][NH2:57].